This data is from Peptide-MHC class I binding affinity with 185,985 pairs from IEDB/IMGT. The task is: Regression. Given a peptide amino acid sequence and an MHC pseudo amino acid sequence, predict their binding affinity value. This is MHC class I binding data. (1) The peptide sequence is VYQILQPIL. The MHC is HLA-A02:02 with pseudo-sequence HLA-A02:02. The binding affinity (normalized) is 0.551. (2) The peptide sequence is KSIHLTKTDK. The MHC is HLA-A03:01 with pseudo-sequence HLA-A03:01. The binding affinity (normalized) is 0.568. (3) The peptide sequence is GYTPGQQFY. The MHC is HLA-B40:01 with pseudo-sequence HLA-B40:01. The binding affinity (normalized) is 0.0847. (4) The peptide sequence is EPEPEVAVL. The MHC is HLA-B35:01 with pseudo-sequence HLA-B35:01. The binding affinity (normalized) is 0.414. (5) The peptide sequence is RLDKPLWLH. The MHC is HLA-B27:03 with pseudo-sequence HLA-B27:03. The binding affinity (normalized) is 0.0847. (6) The peptide sequence is LYKTIVNIW. The MHC is HLA-A69:01 with pseudo-sequence HLA-A69:01. The binding affinity (normalized) is 0.319.